From a dataset of Merck oncology drug combination screen with 23,052 pairs across 39 cell lines. Regression. Given two drug SMILES strings and cell line genomic features, predict the synergy score measuring deviation from expected non-interaction effect. (1) Drug 1: O=S1(=O)NC2(CN1CC(F)(F)F)C1CCC2Cc2cc(C=CCN3CCC(C(F)(F)F)CC3)ccc2C1. Synergy scores: synergy=40.1. Drug 2: COC1CC2CCC(C)C(O)(O2)C(=O)C(=O)N2CCCCC2C(=O)OC(C(C)CC2CCC(OP(C)(C)=O)C(OC)C2)CC(=O)C(C)C=C(C)C(O)C(OC)C(=O)C(C)CC(C)C=CC=CC=C1C. Cell line: SKOV3. (2) Cell line: NCIH460. Drug 2: CNC(=O)c1cc(Oc2ccc(NC(=O)Nc3ccc(Cl)c(C(F)(F)F)c3)cc2)ccn1. Drug 1: NC(=O)c1cccc2cn(-c3ccc(C4CCCNC4)cc3)nc12. Synergy scores: synergy=11.0. (3) Cell line: NCIH2122. Drug 1: NC(=O)c1cccc2cn(-c3ccc(C4CCCNC4)cc3)nc12. Synergy scores: synergy=21.5. Drug 2: CC(C)CC(NC(=O)C(Cc1ccccc1)NC(=O)c1cnccn1)B(O)O. (4) Drug 2: CC1(c2nc3c(C(N)=O)cccc3[nH]2)CCCN1. Cell line: A2780. Drug 1: CC(=O)OC1C(=O)C2(C)C(O)CC3OCC3(OC(C)=O)C2C(OC(=O)c2ccccc2)C2(O)CC(OC(=O)C(O)C(NC(=O)c3ccccc3)c3ccccc3)C(C)=C1C2(C)C. Synergy scores: synergy=-4.34.